Dataset: Full USPTO retrosynthesis dataset with 1.9M reactions from patents (1976-2016). Task: Predict the reactants needed to synthesize the given product. (1) Given the product [CH3:20][C:2](=[CH2:1])[CH2:3][O:4][C@H:5]([C@@H:10]([O:15][CH2:16][C:17]([CH3:19])=[CH2:18])[CH2:11][OH:12])[CH2:6][OH:7], predict the reactants needed to synthesize it. The reactants are: [CH3:1][C:2](=[CH2:20])[CH2:3][O:4][C@H:5]([C@@H:10]([O:15][CH2:16][C:17]([CH3:19])=[CH2:18])[C:11](OC)=[O:12])[C:6](OC)=[O:7].[H-].[H-].[H-].[H-].[Li+].[Al+3]. (2) Given the product [Br:1][C:2]1[CH:7]=[CH:6][C:5]([O:8][CH:10]([C:33]2[CH:34]=[CH:35][CH:36]=[CH:37][CH:38]=2)[CH2:11][CH2:12][CH2:13][CH2:14][N:15]2[CH2:20][CH2:19][CH:18]([C:21]3[CH:22]=[C:23]([NH:27][C:28](=[O:32])[CH:29]([CH3:31])[CH3:30])[CH:24]=[CH:25][CH:26]=3)[CH2:17][CH2:16]2)=[CH:4][CH:3]=1, predict the reactants needed to synthesize it. The reactants are: [Br:1][C:2]1[CH:7]=[CH:6][C:5]([OH:8])=[CH:4][CH:3]=1.O[CH:10]([C:33]1[CH:38]=[CH:37][CH:36]=[CH:35][CH:34]=1)[CH2:11][CH2:12][CH2:13][CH2:14][N:15]1[CH2:20][CH2:19][CH:18]([C:21]2[CH:22]=[C:23]([NH:27][C:28](=[O:32])[CH:29]([CH3:31])[CH3:30])[CH:24]=[CH:25][CH:26]=2)[CH2:17][CH2:16]1.Cl. (3) Given the product [CH2:33]([O:32][C:30](=[O:31])[NH:11][CH2:10][CH:8]1[CH2:7][C:6]2[CH:12]=[C:2]([F:1])[CH:3]=[C:4]([C:13]3[CH:18]=[CH:17][CH:16]=[CH:15][C:14]=3[CH3:19])[C:5]=2[O:9]1)[C:34]1[CH:39]=[CH:38][CH:37]=[CH:36][CH:35]=1, predict the reactants needed to synthesize it. The reactants are: [F:1][C:2]1[CH:3]=[C:4]([C:13]2[CH:18]=[CH:17][CH:16]=[CH:15][C:14]=2[CH3:19])[C:5]2[O:9][CH:8]([CH2:10][NH2:11])[CH2:7][C:6]=2[CH:12]=1.C(N(C(C)C)CC)(C)C.Cl[C:30]([O:32][CH2:33][C:34]1[CH:39]=[CH:38][CH:37]=[CH:36][CH:35]=1)=[O:31].C(OC(=O)NCC1CC2C=CC=C(C3CCCC3)C=2O1)C1C=CC=CC=1. (4) Given the product [CH2:1]([CH:4]1[C:8]2[NH:9][C:10]([C:12]([OH:14])=[O:13])=[CH:11][C:7]=2[CH2:6][CH2:5]1)[CH2:2][CH3:3], predict the reactants needed to synthesize it. The reactants are: [CH2:1]([CH:4]1[C:8]2[NH:9][C:10]([C:12]([O:14]C)=[O:13])=[CH:11][C:7]=2[CH2:6][CH2:5]1)[CH2:2][CH3:3].O.[OH-].[Li+].CO. (5) The reactants are: C[O:2][C:3](=[O:22])[CH2:4][CH2:5][N:6]1[C:11]2[CH:12]=[CH:13][CH:14]=[C:15]([CH:16]([CH3:18])[CH3:17])[C:10]=2[O:9][C:8]([CH3:20])([CH3:19])[C:7]1=[O:21].[OH-].[Na+]. Given the product [CH:16]([C:15]1[C:10]2[O:9][C:8]([CH3:20])([CH3:19])[C:7](=[O:21])[N:6]([CH2:5][CH2:4][C:3]([OH:22])=[O:2])[C:11]=2[CH:12]=[CH:13][CH:14]=1)([CH3:18])[CH3:17], predict the reactants needed to synthesize it. (6) Given the product [CH2:1]([N:8]1[C@@H:13]2[C@H:14]([C:16]3[N:17]=[N:18][N:19]([CH2:21][CH2:22][N:23]([CH3:24])[CH3:53])[N:20]=3)[CH2:15][C@@:9]1([C:47]1[CH:48]=[CH:49][CH:50]=[CH:51][CH:52]=1)[C@H:10]([O:31][CH2:32][C:33]1[CH:34]=[C:35]([C:43]([F:44])([F:46])[F:45])[CH:36]=[C:37]([C:39]([F:40])([F:42])[F:41])[CH:38]=1)[CH2:11][CH2:12]2)[C:2]1[CH:7]=[CH:6][CH:5]=[CH:4][CH:3]=1, predict the reactants needed to synthesize it. The reactants are: [CH2:1]([N:8]1[C@@H:13]2[C@H:14]([C:16]3[N:17]=[N:18][N:19]([CH2:21][CH2:22][NH:23][C:24](OC(C)(C)C)=O)[N:20]=3)[CH2:15][C@@:9]1([C:47]1[CH:52]=[CH:51][CH:50]=[CH:49][CH:48]=1)[C@H:10]([O:31][CH2:32][C:33]1[CH:38]=[C:37]([C:39]([F:42])([F:41])[F:40])[CH:36]=[C:35]([C:43]([F:46])([F:45])[F:44])[CH:34]=1)[CH2:11][CH2:12]2)[C:2]1[CH:7]=[CH:6][CH:5]=[CH:4][CH:3]=1.[CH3:53]N(C)CCO.